The task is: Predict the reactants needed to synthesize the given product.. This data is from Full USPTO retrosynthesis dataset with 1.9M reactions from patents (1976-2016). (1) Given the product [Br:1][C:2]1[CH:7]=[CH:6][C:5]([Cl:8])=[CH:4][C:3]=1/[C:9](=[N:24]/[NH:23][C:20](=[NH:21])[NH2:22])/[CH2:10][CH2:11][C:12]([F:18])([F:17])[C:13]([F:16])([F:15])[F:14], predict the reactants needed to synthesize it. The reactants are: [Br:1][C:2]1[CH:7]=[CH:6][C:5]([Cl:8])=[CH:4][C:3]=1[C:9](=O)[CH2:10][CH2:11][C:12]([F:18])([F:17])[C:13]([F:16])([F:15])[F:14].[C:20]([NH:23][NH2:24])([NH2:22])=[NH:21].Cl.B(F)(F)F.CCOCC. (2) Given the product [CH2:39]([O:38][P:37]([CH2:2][CH2:3][CH2:4][CH2:5][CH2:6][CH2:7][CH2:8][CH2:9][CH2:10][CH2:11][CH2:12][CH2:13][CH2:14][CH2:15][CH2:16][CH2:17][CH2:18][CH2:19][CH2:20][CH2:21][CH2:22][CH2:23][C:24]([F:36])([F:35])[C:25]([F:34])([F:33])[C:26]([F:32])([F:31])[C:27]([F:30])([F:29])[F:28])([O:41][CH2:42][CH3:43])=[O:44])[CH3:40], predict the reactants needed to synthesize it. The reactants are: Br[CH2:2][CH2:3][CH2:4][CH2:5][CH2:6][CH2:7][CH2:8][CH2:9][CH2:10][CH2:11][CH2:12][CH2:13][CH2:14][CH2:15][CH2:16][CH2:17][CH2:18][CH2:19][CH2:20][CH2:21][CH2:22][CH2:23][C:24]([F:36])([F:35])[C:25]([F:34])([F:33])[C:26]([F:32])([F:31])[C:27]([F:30])([F:29])[F:28].[P:37]([O:44]CC)([O:41][CH2:42][CH3:43])[O:38][CH2:39][CH3:40]. (3) Given the product [CH2:14]([N:10]1[CH2:11][CH2:12][CH2:13][CH:8]([C:5]2[CH:4]=[CH:3][C:2]([Cl:1])=[CH:7][CH:6]=2)[CH2:9]1)[C:15]1[CH:20]=[CH:19][CH:18]=[CH:17][CH:16]=1, predict the reactants needed to synthesize it. The reactants are: [Cl:1][C:2]1[CH:7]=[CH:6][C:5]([CH:8]2[CH2:13][CH2:12][CH2:11][NH:10][CH2:9]2)=[CH:4][CH:3]=1.[CH:14](=O)[C:15]1[CH:20]=[CH:19][CH:18]=[CH:17][CH:16]=1.[BH3-]C#N.[Na+]. (4) Given the product [CH:21]1[CH:22]=[CH:23][C:24]([C:25]([OH:27])=[O:26])=[C:19]([C:18]2[C:8]3[CH:7]=[CH:6][C:5]([OH:4])=[CH:10][C:9]=3[O:11][C:12]3[C:17]=2[CH:16]=[CH:15][C:14]([CH:13]=3)=[O:28])[CH:20]=1, predict the reactants needed to synthesize it. The reactants are: CC([O:4][C:5]1[CH:6]=[CH:7][C:8]2[C:18]3([O:27][C:25](=[O:26])[C:24]4[CH:23]=[CH:22][CH:21]=[CH:20][C:19]3=4)[C:17]3[CH:16]=[CH:15][C:14]([O:28]C(C)=O)=[CH:13][C:12]=3[O:11][C:9]=2[CH:10]=1)=O. (5) The reactants are: [F:1][C:2]1[CH:3]=[C:4]([NH:9][CH2:10][CH2:11][C@H:12]2[O:16]C(C)(C)[O:14][C:13]2=O)[CH:5]=[C:6]([F:8])[CH:7]=1.O.C1(C)C=CC(S(O)(=O)=O)=CC=1.C(OCC)C. Given the product [F:1][C:2]1[CH:3]=[C:4]([N:9]2[CH2:10][CH2:11][C@@H:12]([OH:16])[C:13]2=[O:14])[CH:5]=[C:6]([F:8])[CH:7]=1, predict the reactants needed to synthesize it.